Predict the product of the given reaction. From a dataset of Forward reaction prediction with 1.9M reactions from USPTO patents (1976-2016). (1) Given the reactants N1CCCC1.[CH2:6]([NH:13][C:14]([NH:16][C@H:17]1[CH2:25][C@H:24]2[C@:20]([C:26]3[CH:31]=[CH:30][C:29]([O:32][CH3:33])=[C:28]([O:34][CH3:35])[CH:27]=3)([CH2:21][CH2:22][NH:23]2)[CH2:19][CH2:18]1)=[S:15])[C:7]1[CH:12]=[CH:11][CH:10]=[CH:9][CH:8]=1.[CH:36](=O)[CH2:37][CH2:38][CH2:39][CH3:40], predict the reaction product. The product is: [CH2:6]([NH:13][C:14]([NH:16][C@H:17]1[CH2:25][C@H:24]2[C@:20]([C:26]3[CH:31]=[CH:30][C:29]([O:32][CH3:33])=[C:28]([O:34][CH3:35])[CH:27]=3)([CH2:21][CH2:22][N:23]2[CH2:36][CH2:37][CH2:38][CH2:39][CH3:40])[CH2:19][CH2:18]1)=[S:15])[C:7]1[CH:12]=[CH:11][CH:10]=[CH:9][CH:8]=1. (2) Given the reactants C1C2C(COC([NH:18][C@H:19]([C:28]([N:30]([CH2:40][C:41]3[C:42]4[CH:49]=[CH:48][CH:47]=[CH:46][C:43]=4[S:44][CH:45]=3)[C@@H:31]([CH3:39])[CH:32]([O:36][CH2:37][CH3:38])[O:33][CH2:34][CH3:35])=[O:29])[CH2:20][C:21]([O:23][C:24]([CH3:27])([CH3:26])[CH3:25])=[O:22])=O)C3C(=CC=CC=3)C=2C=CC=1.N1CCCCC1.CC(=O)OCC.CO, predict the reaction product. The product is: [NH2:18][C@H:19]([C:28]([N:30]([CH2:40][C:41]1[C:42]2[CH:49]=[CH:48][CH:47]=[CH:46][C:43]=2[S:44][CH:45]=1)[C@@H:31]([CH3:39])[CH:32]([O:36][CH2:37][CH3:38])[O:33][CH2:34][CH3:35])=[O:29])[CH2:20][C:21]([O:23][C:24]([CH3:27])([CH3:26])[CH3:25])=[O:22]. (3) Given the reactants [NH2:1][C:2]1([C:8]([OH:10])=[O:9])[CH2:7][CH2:6][O:5][CH2:4][CH2:3]1.Cl.[CH3:12]O, predict the reaction product. The product is: [NH2:1][C:2]1([C:8]([O:10][CH3:12])=[O:9])[CH2:7][CH2:6][O:5][CH2:4][CH2:3]1. (4) Given the reactants [CH:1]([N:4]1[CH2:9][CH2:8][CH:7]([O:10][C:11]2[CH:19]=[CH:18][C:17]3[N:16]4[C@@H:20]([CH3:25])[CH2:21][NH:22][C:23](=[O:24])[C:15]4=[CH:14][C:13]=3[CH:12]=2)[CH2:6][CH2:5]1)([CH3:3])[CH3:2].[H-].[Na+].Br[CH2:29][CH:30]1[CH2:32][CH2:31]1, predict the reaction product. The product is: [CH:30]1([CH2:29][N:22]2[CH2:21][C@H:20]([CH3:25])[N:16]3[C:17]4[CH:18]=[CH:19][C:11]([O:10][CH:7]5[CH2:8][CH2:9][N:4]([CH:1]([CH3:3])[CH3:2])[CH2:5][CH2:6]5)=[CH:12][C:13]=4[CH:14]=[C:15]3[C:23]2=[O:24])[CH2:32][CH2:31]1. (5) Given the reactants C(O[C:6](=O)[N:7]([C@@H:9]([CH3:45])[C:10]([NH:12][C@@H:13]([CH:39]1[CH2:44][CH2:43][CH2:42][CH2:41][CH2:40]1)[C:14]([N:16]1[C@H:21]([C:22](=[O:34])[NH:23][C@H:24]2[C:33]3[C:28](=[CH:29][CH:30]=[CH:31][CH:32]=3)[O:27][CH2:26][CH2:25]2)[CH2:20][N:19]2[C@@H:35]3[CH2:38][C@@H:36]3[CH2:37][C@@H:18]2[CH2:17]1)=[O:15])=[O:11])C)(C)(C)C.C(OCC)(=O)C.[ClH:53], predict the reaction product. The product is: [ClH:53].[ClH:53].[CH:39]1([C@H:13]([NH:12][C:10](=[O:11])[C@H:9]([CH3:45])[NH:7][CH3:6])[C:14]([N:16]2[C@H:21]([C:22]([NH:23][C@H:24]3[C:33]4[C:28](=[CH:29][CH:30]=[CH:31][CH:32]=4)[O:27][CH2:26][CH2:25]3)=[O:34])[CH2:20][N:19]3[C@@H:35]4[CH2:38][C@@H:36]4[CH2:37][C@@H:18]3[CH2:17]2)=[O:15])[CH2:40][CH2:41][CH2:42][CH2:43][CH2:44]1.